From a dataset of NCI-60 drug combinations with 297,098 pairs across 59 cell lines. Regression. Given two drug SMILES strings and cell line genomic features, predict the synergy score measuring deviation from expected non-interaction effect. (1) Drug 1: C1CCC(C1)C(CC#N)N2C=C(C=N2)C3=C4C=CNC4=NC=N3. Drug 2: C1C(C(OC1N2C=NC3=C2NC=NCC3O)CO)O. Cell line: NCI-H322M. Synergy scores: CSS=6.54, Synergy_ZIP=-0.896, Synergy_Bliss=1.96, Synergy_Loewe=1.48, Synergy_HSA=2.00. (2) Drug 1: CC1=CC2C(CCC3(C2CCC3(C(=O)C)OC(=O)C)C)C4(C1=CC(=O)CC4)C. Drug 2: C1=NNC2=C1C(=O)NC=N2. Cell line: OVCAR-8. Synergy scores: CSS=-3.09, Synergy_ZIP=0.506, Synergy_Bliss=-1.38, Synergy_Loewe=-3.09, Synergy_HSA=-2.75. (3) Drug 1: CC1=C2C(C(=O)C3(C(CC4C(C3C(C(C2(C)C)(CC1OC(=O)C(C(C5=CC=CC=C5)NC(=O)OC(C)(C)C)O)O)OC(=O)C6=CC=CC=C6)(CO4)OC(=O)C)OC)C)OC. Drug 2: CS(=O)(=O)C1=CC(=C(C=C1)C(=O)NC2=CC(=C(C=C2)Cl)C3=CC=CC=N3)Cl. Cell line: PC-3. Synergy scores: CSS=47.0, Synergy_ZIP=-2.53, Synergy_Bliss=-2.92, Synergy_Loewe=-43.7, Synergy_HSA=-3.11. (4) Drug 1: CC1CCC2CC(C(=CC=CC=CC(CC(C(=O)C(C(C(=CC(C(=O)CC(OC(=O)C3CCCCN3C(=O)C(=O)C1(O2)O)C(C)CC4CCC(C(C4)OC)OCCO)C)C)O)OC)C)C)C)OC. Drug 2: C(CCl)NC(=O)N(CCCl)N=O. Cell line: SF-268. Synergy scores: CSS=13.4, Synergy_ZIP=-6.47, Synergy_Bliss=-7.30, Synergy_Loewe=-2.03, Synergy_HSA=-1.76. (5) Cell line: LOX IMVI. Synergy scores: CSS=64.7, Synergy_ZIP=-1.16, Synergy_Bliss=-2.71, Synergy_Loewe=0.329, Synergy_HSA=2.26. Drug 2: CC1C(C(CC(O1)OC2CC(CC3=C2C(=C4C(=C3O)C(=O)C5=CC=CC=C5C4=O)O)(C(=O)C)O)N)O. Drug 1: B(C(CC(C)C)NC(=O)C(CC1=CC=CC=C1)NC(=O)C2=NC=CN=C2)(O)O. (6) Drug 1: CC1=C(C(CCC1)(C)C)C=CC(=CC=CC(=CC(=O)O)C)C. Drug 2: CC1C(C(CC(O1)OC2CC(CC3=C2C(=C4C(=C3O)C(=O)C5=CC=CC=C5C4=O)O)(C(=O)C)O)N)O. Cell line: OVCAR-8. Synergy scores: CSS=37.5, Synergy_ZIP=1.03, Synergy_Bliss=1.62, Synergy_Loewe=-19.7, Synergy_HSA=4.31.